Dataset: Full USPTO retrosynthesis dataset with 1.9M reactions from patents (1976-2016). Task: Predict the reactants needed to synthesize the given product. (1) Given the product [NH2:12][C:9]1[CH:10]=[CH:11][C:6]([C:2]([CH3:1])([CH3:5])[C:3]#[N:4])=[C:7]([C:15]([F:16])([F:17])[F:18])[CH:8]=1, predict the reactants needed to synthesize it. The reactants are: [CH3:1][C:2]([C:6]1[CH:11]=[CH:10][C:9]([N+:12]([O-])=O)=[CH:8][C:7]=1[C:15]([F:18])([F:17])[F:16])([CH3:5])[C:3]#[N:4]. (2) The reactants are: [CH2:1]([O:8][CH2:9][CH:10]1[CH2:15][CH2:14][CH:13]=[CH:12][O:11]1)[C:2]1[CH:7]=[CH:6][CH:5]=[CH:4][CH:3]=1.B1C2CCCC1CCC2.B(O[O-])=[O:26].[Na+]. Given the product [CH2:1]([O:8][CH2:9][CH:10]1[O:11][CH2:12][CH:13]([OH:26])[CH2:14][CH2:15]1)[C:2]1[CH:7]=[CH:6][CH:5]=[CH:4][CH:3]=1, predict the reactants needed to synthesize it. (3) Given the product [O:1]1[C:10]2[C:5](=[CH:6][CH:7]=[CH:8][CH:9]=2)[C@H:4]([NH:11][C:12]([C@@H:14]2[CH2:19][N:18]3[CH2:20][CH2:21][CH2:22][C@@H:17]3[CH2:16][NH:15]2)=[O:13])[CH2:3][CH2:2]1, predict the reactants needed to synthesize it. The reactants are: [O:1]1[C:10]2[C:5](=[CH:6][CH:7]=[CH:8][CH:9]=2)[C@H:4]([NH:11][C:12]([C@@H:14]2[CH2:19][N:18]3[CH2:20][CH2:21][CH2:22][C@@H:17]3[CH2:16][N:15]2C(OC(C)(C)C)=O)=[O:13])[CH2:3][CH2:2]1.C(OCC)(=O)C.Cl.CO.O. (4) Given the product [CH3:33][O:41][C:2]1[CH:3]=[CH:4][C:5]2[C:6]3[C:11]4[C:12](=[O:20])[CH2:13][C:14]([CH3:18])([CH3:19])[CH2:15][C:16]=4[N:21]=[C:22]([CH3:23])[C:7]=3[NH:8][C:9]=2[CH:10]=1, predict the reactants needed to synthesize it. The reactants are: F[C:2]1[CH:10]=[C:9]2[C:5]([C:6]([CH:11]3[C:16](=O)[CH2:15][C:14]([CH3:19])([CH3:18])[CH2:13][C:12]3=[O:20])=[CH:7][NH:8]2)=[CH:4][CH:3]=1.[NH2:21][C:22]1C=C(OC)C=C[C:23]=1C(O)=O.[C:33](O)(=[O:41])C1C(=CC=CC=1)N.